The task is: Predict which catalyst facilitates the given reaction.. This data is from Catalyst prediction with 721,799 reactions and 888 catalyst types from USPTO. (1) The catalyst class is: 3. Product: [F:19][C:20]1[CH:28]=[CH:27][C:23]([C:24]([O:18][C:10]([C:7]2[CH:8]=[CH:9][C:4]([F:3])=[CH:5][CH:6]=2)=[CH:11][C:12]2[CH:17]=[CH:16][N:15]=[CH:14][CH:13]=2)=[O:25])=[CH:22][CH:21]=1. Reactant: [H-].[Na+].[F:3][C:4]1[CH:9]=[CH:8][C:7]([C:10](=[O:18])[CH2:11][C:12]2[CH:17]=[CH:16][N:15]=[CH:14][CH:13]=2)=[CH:6][CH:5]=1.[F:19][C:20]1[CH:28]=[CH:27][C:23]([C:24](Cl)=[O:25])=[CH:22][CH:21]=1.O. (2) Product: [CH3:21][N:22]([CH3:27])[CH2:23][CH2:24][CH2:25][NH:26][C:16]([CH:12]1[C:10]2[N:11]=[C:7]([NH:6][C:4](=[O:5])[CH2:3][C:2]([CH3:1])([CH3:20])[CH3:19])[S:8][C:9]=2[CH2:15][CH2:14][CH2:13]1)=[O:18]. The catalyst class is: 34. Reactant: [CH3:1][C:2]([CH3:20])([CH3:19])[CH2:3][C:4]([NH:6][C:7]1[S:8][C:9]2[CH2:15][CH2:14][CH2:13][CH:12]([C:16]([OH:18])=O)[C:10]=2[N:11]=1)=[O:5].[CH3:21][N:22]([CH3:27])[CH2:23][CH2:24][CH2:25][NH2:26]. (3) Product: [ClH:32].[ClH:32].[C:1]([O:5][C:6]([NH:8][CH:9]1[CH2:10][CH2:11][N:12]([CH:15]2[CH2:16][CH:17]([C:25]3[CH:26]=[CH:27][C:28]([F:31])=[CH:29][CH:30]=3)[CH:18]([C:21]([O:23][CH3:24])=[O:22])[NH:19][CH2:20]2)[CH2:13][CH2:14]1)=[O:7])([CH3:4])([CH3:3])[CH3:2]. Reactant: [C:1]([O:5][C:6]([NH:8][CH:9]1[CH2:14][CH2:13][N:12]([C:15]2[CH:16]=[C:17]([C:25]3[CH:30]=[CH:29][C:28]([F:31])=[CH:27][CH:26]=3)[C:18]([C:21]([O:23][CH3:24])=[O:22])=[N:19][CH:20]=2)[CH2:11][CH2:10]1)=[O:7])([CH3:4])([CH3:3])[CH3:2].[ClH:32]. The catalyst class is: 603. (4) Reactant: [CH3:1][C:2]1[CH:3]=[CH:4][C:5]([C:8]([CH3:10])=[O:9])=[CH:6][CH:7]=1.[Br:11]N1C(=O)CCC1=O. Product: [Br:11][CH2:1][C:2]1[CH:7]=[CH:6][C:5]([C:8](=[O:9])[CH3:10])=[CH:4][CH:3]=1. The catalyst class is: 53. (5) Reactant: [Cl:1][C:2]1[CH:3]=[C:4]([CH:8]=[CH:9][C:10]=1[NH:11][CH3:12])[C:5](O)=[O:6].C(C1NC=CN=1)([C:15]1[NH:16][CH:17]=CN=1)=O.C(N(CC)CC)C. Product: [Cl:1][C:2]1[CH:3]=[C:4]([CH:8]=[CH:9][C:10]=1[NH:11][CH3:12])[C:5]([N:16]([CH3:17])[CH3:15])=[O:6]. The catalyst class is: 42.